This data is from Full USPTO retrosynthesis dataset with 1.9M reactions from patents (1976-2016). The task is: Predict the reactants needed to synthesize the given product. (1) Given the product [Cl:18][C:19]1[CH:24]=[C:23]([C:25]2([C:27]([F:30])([F:28])[F:29])[O:16][N:15]=[C:14]([C:3]3[C:2]([F:1])=[CH:13][C:6]4[B:7]([OH:12])[O:8][C:9]([CH3:11])([CH3:10])[C:5]=4[CH:4]=3)[CH2:26]2)[CH:22]=[C:21]([Cl:31])[CH:20]=1, predict the reactants needed to synthesize it. The reactants are: [F:1][C:2]1[C:3]([C:14](Cl)=[N:15][OH:16])=[CH:4][C:5]2[C:9]([CH3:11])([CH3:10])[O:8][B:7]([OH:12])[C:6]=2[CH:13]=1.[Cl:18][C:19]1[CH:24]=[C:23]([C:25]([C:27]([F:30])([F:29])[F:28])=[CH2:26])[CH:22]=[C:21]([Cl:31])[CH:20]=1. (2) Given the product [CH:1]1([N:6]2[CH2:12][C:11]([F:13])([F:14])[C:10](=[O:15])[N:9]([CH3:16])[C:8]3[CH:17]=[N:18][C:19]([NH:21][C:22]4[CH:30]=[CH:29][C:25]([C:26]([N:48]5[CH2:47][CH2:52][N:44]([CH3:43])[CH2:50][CH2:49]5)=[O:28])=[CH:24][C:23]=4[O:31][CH3:32])=[N:20][C:7]2=3)[CH2:5][CH2:4][CH2:3][CH2:2]1, predict the reactants needed to synthesize it. The reactants are: [CH:1]1([N:6]2[CH2:12][C:11]([F:14])([F:13])[C:10](=[O:15])[N:9]([CH3:16])[C:8]3[CH:17]=[N:18][C:19]([NH:21][C:22]4[CH:30]=[CH:29][C:25]([C:26]([OH:28])=O)=[CH:24][C:23]=4[O:31][CH3:32])=[N:20][C:7]2=3)[CH2:5][CH2:4][CH2:3][CH2:2]1.F[P-](F)(F)(F)(F)F.CN([C:43](N(C)C)=[N+:44]1[C:52]2[C:47](=[N:48][CH:49]=[CH:50]C=2)[N+]([O-])=N1)C.C(N(C(C)C)C(C)C)C.CN1CCNCC1. (3) Given the product [Si:1]([O:8][C@H:9]([C:30]1[CH:39]=[CH:38][C:37]([OH:40])=[C:36]2[C:31]=1[CH:32]=[CH:33][C:34](=[O:41])[NH:35]2)[CH2:10][N:11]([C@H:19]([CH3:29])[CH2:20][C:21]1[CH:26]=[CH:25][CH:24]=[C:23]([CH2:27][N:60]2[CH2:59][CH2:58][C:56]3([O:55][CH2:54][CH2:53][N:52]([C:50]([C:47]4[CH:46]=[C:45]([CH:42]([CH3:44])[CH3:43])[S:49][CH:48]=4)=[O:51])[CH2:57]3)[CH2:62][CH2:61]2)[CH:22]=1)[C:12](=[O:18])[O:13][C:14]([CH3:17])([CH3:15])[CH3:16])([C:4]([CH3:5])([CH3:6])[CH3:7])([CH3:3])[CH3:2], predict the reactants needed to synthesize it. The reactants are: [Si:1]([O:8][C@H:9]([C:30]1[CH:39]=[CH:38][C:37]([OH:40])=[C:36]2[C:31]=1[CH:32]=[CH:33][C:34](=[O:41])[NH:35]2)[CH2:10][N:11]([C@H:19]([CH3:29])[CH2:20][C:21]1[CH:26]=[CH:25][CH:24]=[C:23]([CH:27]=O)[CH:22]=1)[C:12](=[O:18])[O:13][C:14]([CH3:17])([CH3:16])[CH3:15])([C:4]([CH3:7])([CH3:6])[CH3:5])([CH3:3])[CH3:2].[CH:42]([C:45]1[S:49][CH:48]=[C:47]([C:50]([N:52]2[CH2:57][C:56]3([CH2:62][CH2:61][NH:60][CH2:59][CH2:58]3)[O:55][CH2:54][CH2:53]2)=[O:51])[CH:46]=1)([CH3:44])[CH3:43].C(O[BH-](OC(=O)C)OC(=O)C)(=O)C.[Na+].C(=O)(O)[O-].[Na+]. (4) Given the product [CH2:1]([O:8][CH2:9][CH2:10][C:11]1[NH:21][N:20]=[C:13]([C:14]([F:17])([F:16])[F:15])[CH:12]=1)[C:2]1[CH:7]=[CH:6][CH:5]=[CH:4][CH:3]=1, predict the reactants needed to synthesize it. The reactants are: [CH2:1]([O:8][CH2:9][CH2:10][C:11]#[C:12][C:13](=O)[C:14]([F:17])([F:16])[F:15])[C:2]1[CH:7]=[CH:6][CH:5]=[CH:4][CH:3]=1.O.[NH2:20][NH2:21].